This data is from Peptide-MHC class I binding affinity with 185,985 pairs from IEDB/IMGT. The task is: Regression. Given a peptide amino acid sequence and an MHC pseudo amino acid sequence, predict their binding affinity value. This is MHC class I binding data. The peptide sequence is SVIFYFISI. The MHC is HLA-A02:03 with pseudo-sequence HLA-A02:03. The binding affinity (normalized) is 0.601.